Dataset: Full USPTO retrosynthesis dataset with 1.9M reactions from patents (1976-2016). Task: Predict the reactants needed to synthesize the given product. (1) Given the product [Br:11][C:12]1[C:18]([CH3:19])=[CH:17][CH:16]=[CH:15][C:13]=1[NH:14][C:5](=[O:9])[CH2:6][CH:31]1[NH:32][CH2:33][CH2:34][N:29]([C:1]([O:4][C:26]([CH3:28])([CH3:36])[CH3:27])=[O:3])[CH2:30]1, predict the reactants needed to synthesize it. The reactants are: [C:1]([OH:4])(=[O:3])C.[C:5](Cl)(=[O:9])[C:6](Cl)=O.[Br:11][C:12]1[C:18]([CH3:19])=[CH:17][CH:16]=[CH:15][C:13]=1[NH2:14].C(N([CH:26]([CH3:28])[CH3:27])CC)(C)C.[NH:29]1[CH2:34][CH2:33][NH:32][CH2:31][CH2:30]1.Cl[CH2:36]Cl. (2) Given the product [NH:1]1[CH:5]=[CH:4][C:3]([C:12]2[N:17]=[C:16]([O:18][CH3:19])[C:15]([C:20]3[C:25]([F:26])=[CH:24][C:23]([F:27])=[CH:22][C:21]=3[F:28])=[C:14]([CH2:29][CH:30]([CH3:33])[CH2:31][CH3:32])[N:13]=2)=[N:2]1, predict the reactants needed to synthesize it. The reactants are: [NH:1]1[CH:5]=[CH:4][CH:3]=[N:2]1.[H-].[Na+].CS([C:12]1[N:17]=[C:16]([O:18][CH3:19])[C:15]([C:20]2[C:25]([F:26])=[CH:24][C:23]([F:27])=[CH:22][C:21]=2[F:28])=[C:14]([CH2:29][CH:30]([CH3:33])[CH2:31][CH3:32])[N:13]=1)(=O)=O. (3) Given the product [N:42]1[CH:46]=[CH:47][C:48]([N:13]2[CH2:10][CH2:11][CH:11]([CH2:10][NH:13][C:14](=[O:34])[CH:15]([C:27]3[CH:32]=[CH:31][CH:30]=[CH:29][C:28]=3[CH3:33])[NH:16][C:17]([NH:19][C:20]3[CH:21]=[CH:22][C:23]([Cl:26])=[CH:24][CH:25]=3)=[O:18])[CH2:12][CH2:14]2)=[CH:49][CH:50]=1, predict the reactants needed to synthesize it. The reactants are: CN1CCN=C1C1[CH:12]=[CH:11][C:10]([NH:13][C:14](=[O:34])[CH:15]([C:27]2[CH:32]=[CH:31][CH:30]=[CH:29][C:28]=2[CH3:33])[NH:16][C:17]([NH:19][C:20]2[CH:25]=[CH:24][C:23]([Cl:26])=[CH:22][CH:21]=2)=[O:18])=CC=1.F[P-](F)(F)(F)(F)F.[N:42]1(O[P+](N(C)C)(N(C)C)N(C)C)[C:46]2[CH:47]=[CH:48][CH:49]=[CH:50]C=2N=N1. (4) Given the product [CH3:13][O:10][C:9]([C:5]1[C:4]([N+:1]([O-:3])=[O:2])=[CH:8][NH:7][N:6]=1)=[O:11], predict the reactants needed to synthesize it. The reactants are: [N+:1]([C:4]1[C:5]([C:9]([OH:11])=[O:10])=[N:6][NH:7][CH:8]=1)([O-:3])=[O:2].O.[C:13]1(C)C=CC(S(O)(=O)=O)=CC=1.